This data is from Reaction yield outcomes from USPTO patents with 853,638 reactions. The task is: Predict the reaction yield, written as a fraction of the theoretical maximum amount of product (1.0 means a 100% yield; for example, 0.34 means a 34% yield). (1) The reactants are [N:1]([CH2:4][CH:5]1[CH2:9][C:8]2[CH:10]=[CH:11][CH:12]=[C:13]([C:14]3[CH:19]=[CH:18][C:17]([CH3:20])=[CH:16][CH:15]=3)[C:7]=2[O:6]1)=[N+]=[N-]. The catalyst is [Pd]. The product is [CH3:20][C:17]1[CH:16]=[CH:15][C:14]([C:13]2[C:7]3[O:6][CH:5]([CH2:4][NH2:1])[CH2:9][C:8]=3[CH:10]=[CH:11][CH:12]=2)=[CH:19][CH:18]=1. The yield is 0.750. (2) The reactants are [Br:1][C:2]1[CH:7]=[C:6](F)[CH:5]=[CH:4][C:3]=1[N+:9]([O-:11])=[O:10].[NH:12]1[CH2:16][CH2:15][C@H:14]([NH:17][C:18](=[O:24])[O:19][C:20]([CH3:23])([CH3:22])[CH3:21])[CH2:13]1.C(=O)(O)[O-].[Na+].O. The catalyst is CS(C)=O. The product is [Br:1][C:2]1[CH:7]=[C:6]([N:12]2[CH2:16][CH2:15][C@H:14]([NH:17][C:18](=[O:24])[O:19][C:20]([CH3:22])([CH3:21])[CH3:23])[CH2:13]2)[CH:5]=[CH:4][C:3]=1[N+:9]([O-:11])=[O:10]. The yield is 0.960.